This data is from NCI-60 drug combinations with 297,098 pairs across 59 cell lines. The task is: Regression. Given two drug SMILES strings and cell line genomic features, predict the synergy score measuring deviation from expected non-interaction effect. (1) Drug 1: COC1=C2C(=CC3=C1OC=C3)C=CC(=O)O2. Drug 2: C(CN)CNCCSP(=O)(O)O. Cell line: PC-3. Synergy scores: CSS=-0.0415, Synergy_ZIP=0.847, Synergy_Bliss=0.545, Synergy_Loewe=1.53, Synergy_HSA=-0.0744. (2) Drug 1: CN1CCC(CC1)COC2=C(C=C3C(=C2)N=CN=C3NC4=C(C=C(C=C4)Br)F)OC. Drug 2: C1=CC=C(C(=C1)C(C2=CC=C(C=C2)Cl)C(Cl)Cl)Cl. Cell line: K-562. Synergy scores: CSS=54.1, Synergy_ZIP=2.16, Synergy_Bliss=5.43, Synergy_Loewe=-36.2, Synergy_HSA=5.83. (3) Drug 1: C1CCN(CC1)CCOC2=CC=C(C=C2)C(=O)C3=C(SC4=C3C=CC(=C4)O)C5=CC=C(C=C5)O. Drug 2: C1=NC2=C(N1)C(=S)N=CN2. Cell line: HL-60(TB). Synergy scores: CSS=21.4, Synergy_ZIP=1.77, Synergy_Bliss=12.1, Synergy_Loewe=-7.02, Synergy_HSA=0.794. (4) Drug 1: CCC1=CC2CC(C3=C(CN(C2)C1)C4=CC=CC=C4N3)(C5=C(C=C6C(=C5)C78CCN9C7C(C=CC9)(C(C(C8N6C)(C(=O)OC)O)OC(=O)C)CC)OC)C(=O)OC.C(C(C(=O)O)O)(C(=O)O)O. Drug 2: CC(C)NC(=O)C1=CC=C(C=C1)CNNC.Cl. Cell line: BT-549. Synergy scores: CSS=51.7, Synergy_ZIP=-0.791, Synergy_Bliss=-0.00519, Synergy_Loewe=-38.4, Synergy_HSA=-0.166. (5) Drug 1: CC=C1C(=O)NC(C(=O)OC2CC(=O)NC(C(=O)NC(CSSCCC=C2)C(=O)N1)C(C)C)C(C)C. Drug 2: CCC1(CC2CC(C3=C(CCN(C2)C1)C4=CC=CC=C4N3)(C5=C(C=C6C(=C5)C78CCN9C7C(C=CC9)(C(C(C8N6C)(C(=O)OC)O)OC(=O)C)CC)OC)C(=O)OC)O.OS(=O)(=O)O. Cell line: HCC-2998. Synergy scores: CSS=11.6, Synergy_ZIP=0.337, Synergy_Bliss=4.59, Synergy_Loewe=1.04, Synergy_HSA=1.46.